This data is from Reaction yield outcomes from USPTO patents with 853,638 reactions. The task is: Predict the reaction yield, written as a fraction of the theoretical maximum amount of product (1.0 means a 100% yield; for example, 0.34 means a 34% yield). (1) The reactants are [Al+3].[Cl-].[Cl-].[Cl-].[Cl:5][CH2:6][CH2:7][CH2:8][C:9](Cl)=[O:10].[CH3:12][N:13]([CH3:25])[C:14](=[O:24])[C:15]([CH3:23])([C:17]1[CH:22]=[CH:21][CH:20]=[CH:19][CH:18]=1)[CH3:16]. The catalyst is C(Cl)(Cl)(Cl)Cl.C(Cl)Cl. The product is [CH3:25][N:13]([CH3:12])[C:14](=[O:24])[C:15]([C:17]1[CH:18]=[CH:19][C:20]([C:9](=[O:10])[CH2:8][CH2:7][CH2:6][Cl:5])=[CH:21][CH:22]=1)([CH3:23])[CH3:16]. The yield is 0.720. (2) The reactants are [CH3:1][C@@H:2]1[N:13]([CH3:14])[C:12](=[O:15])[C@H:11]([CH2:16][C:17]([O:19]C(C)(C)C)=O)[CH2:10][CH2:9][CH2:8][CH2:7][CH2:6][C:5](=[O:24])[O:4][C@@H:3]1[C:25]1[CH:30]=[CH:29][CH:28]=[CH:27][CH:26]=1.FC(F)(F)C(O)=O.C[C@@H]1N(C)C(=O)[C@H](CC(O)=O)CCCCCC(=O)O[C@@H]1C1C=CC=CC=1.[Cl:64][C:65]1[CH:70]=[CH:69][C:68]([CH2:71][NH2:72])=[CH:67][CH:66]=1. The catalyst is C(Cl)Cl.CO.C(Cl)Cl. The product is [Cl:64][C:65]1[CH:70]=[CH:69][C:68]([CH2:71][NH:72][C:17](=[O:19])[CH2:16][C@@H:11]2[CH2:10][CH2:9][CH2:8][CH2:7][CH2:6][C:5](=[O:24])[O:4][C@H:3]([C:25]3[CH:26]=[CH:27][CH:28]=[CH:29][CH:30]=3)[C@H:2]([CH3:1])[N:13]([CH3:14])[C:12]2=[O:15])=[CH:67][CH:66]=1. The yield is 0.690. (3) The reactants are Br[CH2:2][C:3]1[CH:11]=[CH:10][C:6]([C:7]([OH:9])=[O:8])=[CH:5][C:4]=1[N+:12]([O-:14])=[O:13].[NH3:15]. The catalyst is CCO. The product is [NH2:15][CH2:2][C:3]1[CH:11]=[CH:10][C:6]([C:7]([OH:9])=[O:8])=[CH:5][C:4]=1[N+:12]([O-:14])=[O:13]. The yield is 0.680. (4) The reactants are [NH:1]1[C:5]2[CH:6]=[CH:7][C:8]([C:10]([OH:12])=O)=[CH:9][C:4]=2[N:3]=[CH:2]1.[CH2:13]([C:20]1[CH:33]=[CH:32][C:23]2[C@@H:24]3[C@H:29]([CH2:30][CH2:31][C:22]=2[CH:21]=1)[NH:28][CH2:27][CH2:26][CH2:25]3)[C:14]1[CH:19]=[CH:18][CH:17]=[CH:16][CH:15]=1.C1(CC2C=CC3[C@@H]4[C@H](CCC=3C=2)NCCC4)CCCCC1. No catalyst specified. The product is [NH:1]1[C:5]2[CH:6]=[CH:7][C:8]([C:10]([N:28]3[C@@H:29]4[C@@H:24]([C:23]5[CH:32]=[CH:33][C:20]([CH2:13][C:14]6[CH:19]=[CH:18][CH:17]=[CH:16][CH:15]=6)=[CH:21][C:22]=5[CH2:31][CH2:30]4)[CH2:25][CH2:26][CH2:27]3)=[O:12])=[CH:9][C:4]=2[N:3]=[CH:2]1. The yield is 0.120. (5) The reactants are [CH:14]1[CH:19]=[CH:18][C:17](P([C:14]2[CH:19]=[CH:18][CH:17]=[CH:16][CH:15]=2)[C:14]2[CH:19]=[CH:18][CH:17]=[CH:16][CH:15]=2)=[CH:16][CH:15]=1.CCOC(/N=N/C([O:29][CH2:30]C)=O)=O.[C:32]([N:42]1[CH2:46][C@@H:45](O)[C@H:44]([NH:48][S:49]([C:52]2[CH:57]=[CH:56][C:55]([O:58][C:59]3[CH:64]=[CH:63][CH:62]=[CH:61][CH:60]=3)=[CH:54][CH:53]=2)(=[O:51])=[O:50])[CH2:43]1)([O:34][CH2:35][C:36]1[CH:41]=[CH:40][CH:39]=[CH:38][CH:37]=1)=[O:33].[S:65]1C=CC=C1C1C(C(O)=O)=CC=CC=1. The catalyst is C1COCC1. The product is [C:32]([N:42]1[CH2:46][C@H:45]([S:65][C:30](=[O:29])[C:14]2[CH:15]=[CH:16][CH:17]=[CH:18][CH:19]=2)[C@H:44]([NH:48][S:49]([C:52]2[CH:53]=[CH:54][C:55]([O:58][C:59]3[CH:64]=[CH:63][CH:62]=[CH:61][CH:60]=3)=[CH:56][CH:57]=2)(=[O:51])=[O:50])[CH2:43]1)([O:34][CH2:35][C:36]1[CH:37]=[CH:38][CH:39]=[CH:40][CH:41]=1)=[O:33]. The yield is 0.970. (6) The reactants are [CH3:1][NH:2][C:3]1[CH:8]=[CH:7][CH:6]=[CH:5][CH:4]=1.[Br:9][CH2:10][CH2:11][CH2:12]Br.C(N(C(C)C)CC)(C)C. The catalyst is C(#N)C. The product is [Br:9][CH2:10][CH2:11][CH2:12][N:2]([CH3:1])[C:3]1[CH:8]=[CH:7][CH:6]=[CH:5][CH:4]=1. The yield is 0.370. (7) The reactants are C[O:2][C:3]1[C:12]([C:13]2[CH:18]=[CH:17][CH:16]=[CH:15][CH:14]=2)=[CH:11][C:10]2[N:9]=[C:8]([C:19]3[CH:24]=[CH:23][CH:22]=[CH:21][CH:20]=3)[CH:7]=[N:6][C:5]=2[C:4]=1[C:25]([O:27]C)=[O:26].B(Br)(Br)Br. The catalyst is ClCCl. The product is [OH:2][C:3]1[C:12]([C:13]2[CH:18]=[CH:17][CH:16]=[CH:15][CH:14]=2)=[CH:11][C:10]2[N:9]=[C:8]([C:19]3[CH:20]=[CH:21][CH:22]=[CH:23][CH:24]=3)[CH:7]=[N:6][C:5]=2[C:4]=1[C:25]([OH:27])=[O:26]. The yield is 0.820. (8) The reactants are [Br:1][C:2]1[CH:8]=[C:7]([CH3:9])[C:5]([NH2:6])=[C:4]([CH3:10])[CH:3]=1.[CH:11]1([CH2:16][C:17](Cl)=[O:18])[CH2:15][CH2:14][CH2:13][CH2:12]1. The catalyst is C(#N)C. The product is [Br:1][C:2]1[CH:8]=[C:7]([CH3:9])[C:5]([NH:6][C:17](=[O:18])[CH2:16][CH:11]2[CH2:15][CH2:14][CH2:13][CH2:12]2)=[C:4]([CH3:10])[CH:3]=1. The yield is 0.920. (9) The reactants are I[C:2]1[CH:7]=[CH:6][C:5]([S:8]([CH3:11])(=[O:10])=[O:9])=[CH:4][C:3]=1[C:12]([N:14]1[CH2:19][CH2:18][N:17]([C:20]2[CH:25]=[CH:24][C:23]([C:26]([F:29])([F:28])[F:27])=[CH:22][CH:21]=2)[CH2:16][CH2:15]1)=[O:13].[CH3:30][C:31]1[CH:35]=[CH:34][NH:33][N:32]=1. No catalyst specified. The product is [CH3:11][S:8]([C:5]1[CH:6]=[CH:7][C:2]([N:33]2[CH:34]=[CH:35][C:31]([CH3:30])=[N:32]2)=[C:3]([C:12]([N:14]2[CH2:19][CH2:18][N:17]([C:20]3[CH:25]=[CH:24][C:23]([C:26]([F:29])([F:28])[F:27])=[CH:22][CH:21]=3)[CH2:16][CH2:15]2)=[O:13])[CH:4]=1)(=[O:10])=[O:9]. The yield is 0.150.